Task: Predict the reactants needed to synthesize the given product.. Dataset: Full USPTO retrosynthesis dataset with 1.9M reactions from patents (1976-2016) (1) Given the product [CH3:18][N:15]1[C:16]([CH3:17])=[C:12]([C:10]([NH:9][C:4]2[CH:5]=[CH:6][C:7]([O:8][C:27]3[CH:32]=[CH:31][N:30]=[C:29]([C:33]([NH2:35])=[O:34])[CH:28]=3)=[C:2]([F:1])[CH:3]=2)=[O:11])[C:13](=[O:25])[N:14]1[C:19]1[CH:20]=[CH:21][CH:22]=[CH:23][CH:24]=1, predict the reactants needed to synthesize it. The reactants are: [F:1][C:2]1[CH:3]=[C:4]([NH:9][C:10]([C:12]2[C:13](=[O:25])[N:14]([C:19]3[CH:24]=[CH:23][CH:22]=[CH:21][CH:20]=3)[N:15]([CH3:18])[C:16]=2[CH3:17])=[O:11])[CH:5]=[CH:6][C:7]=1[OH:8].Cl[C:27]1[CH:32]=[CH:31][N:30]=[C:29]([C:33]([NH2:35])=[O:34])[CH:28]=1.[H-].[Na+]. (2) The reactants are: [CH2:1]([N:8]([CH2:17]C1C=CC=CC=1)[CH2:9][CH2:10][O:11][CH2:12][CH2:13][N:14](C)C)C1C=CC=CC=1. Given the product [NH2:14][CH2:13][CH2:12][O:11][CH2:10][CH2:9][N:8]([CH3:17])[CH3:1], predict the reactants needed to synthesize it. (3) The reactants are: [CH2:1]([N:3]([CH2:11][CH3:12])[C:4]1[CH:9]=[CH:8][C:7]([NH2:10])=[CH:6][CH:5]=1)[CH3:2].[Cl:13][C:14]([O:16][C:17]1[CH:22]=[CH:21][C:20]([N+:23]([O-:25])=[O:24])=[CH:19][CH:18]=1)=[O:15]. Given the product [ClH:13].[N+:23]([C:20]1[CH:19]=[CH:18][C:17]([O:16][C:14](=[O:15])[NH:10][C:7]2[CH:8]=[CH:9][C:4]([N:3]([CH2:1][CH3:2])[CH2:11][CH3:12])=[CH:5][CH:6]=2)=[CH:22][CH:21]=1)([O-:25])=[O:24], predict the reactants needed to synthesize it. (4) Given the product [F:23][C:14]1[C:13]([O:12][CH2:11][C:9]2[S:8][C:6]3[C:5]([N:10]=2)=[CH:4][CH:3]=[C:2]([C:24]2[CH:29]=[CH:28][CH:27]=[CH:26][CH:25]=2)[N:7]=3)=[CH:21][CH:20]=[C:19]([F:22])[C:15]=1[C:16]([NH2:18])=[O:17], predict the reactants needed to synthesize it. The reactants are: Br[C:2]1[N:7]=[C:6]2[S:8][C:9]([CH2:11][O:12][C:13]3[C:14]([F:23])=[C:15]([C:19]([F:22])=[CH:20][CH:21]=3)[C:16]([NH2:18])=[O:17])=[N:10][C:5]2=[CH:4][CH:3]=1.[C:24]1(B(O)O)[CH:29]=[CH:28][CH:27]=[CH:26][CH:25]=1.P([O-])([O-])([O-])=O.[K+].[K+].[K+]. (5) The reactants are: Cl.Cl.[CH3:3][N:4]1[CH:8]=[C:7]([C:9]2[CH:10]=[C:11]([C:15]3([CH2:21][NH2:22])[CH2:20][CH2:19][NH:18][CH2:17][CH2:16]3)[CH:12]=[CH:13][CH:14]=2)[CH:6]=[N:5]1.[CH:23]1[C:27]2[C:28](Cl)=[N:29][CH:30]=[N:31][C:26]=2[NH:25][CH:24]=1.C(N(C(C)C)C(C)C)C. Given the product [CH3:3][N:4]1[CH:8]=[C:7]([C:9]2[CH:10]=[C:11]([C:15]3([CH2:21][NH2:22])[CH2:20][CH2:19][N:18]([C:28]4[C:27]5[CH:23]=[CH:24][NH:25][C:26]=5[N:31]=[CH:30][N:29]=4)[CH2:17][CH2:16]3)[CH:12]=[CH:13][CH:14]=2)[CH:6]=[N:5]1, predict the reactants needed to synthesize it. (6) Given the product [C:4]([Si:1]([O:8][CH2:9][CH:10]([CH2:13][O:14][C:15]1[CH:20]=[CH:19][C:18]([I:21])=[CH:17][CH:16]=1)[CH2:11][I:22])([CH3:3])[CH3:2])([CH3:7])([CH3:6])[CH3:5], predict the reactants needed to synthesize it. The reactants are: [Si:1]([O:8][CH2:9][CH:10]([CH2:13][O:14][C:15]1[CH:20]=[CH:19][C:18]([I:21])=[CH:17][CH:16]=1)[CH2:11]O)([C:4]([CH3:7])([CH3:6])[CH3:5])([CH3:3])[CH3:2].[I:22]I.C1C=CC(P(C2C=CC=CC=2)C2C=CC=CC=2)=CC=1.N1C=CN=C1. (7) Given the product [C:15]([O:14][C:12]([N:1]1[CH2:9][CH2:8][CH:4]([C:5]([OH:7])=[O:6])[CH2:3][CH2:2]1)=[O:13])([CH3:18])([CH3:17])[CH3:16], predict the reactants needed to synthesize it. The reactants are: [NH:1]1[CH2:9][CH2:8][CH:4]([C:5]([OH:7])=[O:6])[CH2:3][CH2:2]1.[OH-].[Na+].[C:12](O[C:12]([O:14][C:15]([CH3:18])([CH3:17])[CH3:16])=[O:13])([O:14][C:15]([CH3:18])([CH3:17])[CH3:16])=[O:13].